The task is: Predict the product of the given reaction.. This data is from Forward reaction prediction with 1.9M reactions from USPTO patents (1976-2016). (1) Given the reactants [C:1]([N:4]([CH2:16][C:17]1[CH:26]=[CH:25][C:20]([C:21]([O:23]C)=[O:22])=[CH:19][CH:18]=1)[CH2:5][C:6]1[N:7]=[N:8][N:9]([CH2:11][Si](C)(C)C)[CH:10]=1)(=[O:3])[CH3:2].C1COCC1.[Li+].[OH-], predict the reaction product. The product is: [C:1]([N:4]([CH2:16][C:17]1[CH:18]=[CH:19][C:20]([C:21]([OH:23])=[O:22])=[CH:25][CH:26]=1)[CH2:5][C:6]1[N:7]=[N:8][N:9]([CH3:11])[CH:10]=1)(=[O:3])[CH3:2]. (2) Given the reactants C[O:2][C:3]([CH:5]1[CH2:10][CH2:9][CH:8]([NH2:11])[CH2:7][CH:6]1[OH:12])=O.C1(C)C=C(C)C=C(C)C=1, predict the reaction product. The product is: [OH:12][CH:6]1[CH2:7][CH:8]2[CH2:9][CH2:10][CH:5]1[C:3](=[O:2])[NH:11]2.